This data is from Forward reaction prediction with 1.9M reactions from USPTO patents (1976-2016). The task is: Predict the product of the given reaction. Given the reactants [CH:1]1[CH:2]=[CH:3][C:4]([C@H:7]([NH2:11])[C:8]([OH:10])=[O:9])=[CH:5][CH:6]=1.[CH:12]1(O)[CH2:16][CH2:15][CH2:14][CH2:13]1.[C:18]1([CH3:28])[CH:23]=[CH:22][C:21]([S:24]([OH:27])(=[O:26])=[O:25])=[CH:20][CH:19]=1, predict the reaction product. The product is: [CH3:28][C:18]1[CH:19]=[CH:20][C:21]([S:24]([O-:27])(=[O:26])=[O:25])=[CH:22][CH:23]=1.[CH:12]1([O:9][C:8](=[O:10])[C@H:7]([C:4]2[CH:3]=[CH:2][CH:1]=[CH:6][CH:5]=2)[NH3+:11])[CH2:16][CH2:15][CH2:14][CH2:13]1.